Dataset: Retrosynthesis with 50K atom-mapped reactions and 10 reaction types from USPTO. Task: Predict the reactants needed to synthesize the given product. (1) Given the product CCOC(=O)C1=C(CN2CCOC[C@H]2C(=O)O)NC(c2nccs2)=NC1c1ccc(F)cc1Cl, predict the reactants needed to synthesize it. The reactants are: CCOC(=O)C1=C(CBr)NC(c2nccs2)=NC1c1ccc(F)cc1Cl.O=C(O)[C@@H]1COCCN1. (2) Given the product CCOC(=O)[C@@H](CCCCCC1CCN(C(=O)OCc2ccccc2)CC1)N[C@H]1COc2ccccc2N(CC(=O)OC(C)(C)C)C1=O, predict the reactants needed to synthesize it. The reactants are: CC(C)(C)OC(=O)CN1C(=O)[C@@H](N)COc2ccccc21.CCOC(=O)C(=O)CCCCCC1CCN(C(=O)OCc2ccccc2)CC1. (3) Given the product CCCCCCCCNC(=O)NCCCCC, predict the reactants needed to synthesize it. The reactants are: CCCCCCCCN=C=O.CCCCCN. (4) Given the product COc1c(C)c(Cc2ccc(OC(C)C)c(C=O)c2)c(OC)c(OC)c1OC, predict the reactants needed to synthesize it. The reactants are: CC(C)Br.COc1c(C)c(Cc2ccc(O)c(C=O)c2)c(OC)c(OC)c1OC. (5) Given the product Cn1c(/C=C/C(O)CC(O)CC(=O)O)c(-c2ccccc2)c2ccccc2c1=O, predict the reactants needed to synthesize it. The reactants are: CCOC(=O)CC(O)CC(O)/C=C/c1c(-c2ccccc2)c2ccccc2c(=O)n1C. (6) Given the product COCC(=O)N(C)c1cc(Br)ccc1[N+](=O)[O-], predict the reactants needed to synthesize it. The reactants are: CNc1cc(Br)ccc1[N+](=O)[O-].COCC(=O)Cl. (7) Given the product CCCCOC[C@H](NC(=O)c1cc2ccccc2cc1N)C(=O)OC, predict the reactants needed to synthesize it. The reactants are: CCCCOC[C@H](N)C(=O)OC.Nc1cc2ccccc2cc1C(=O)O. (8) Given the product O=C1c2cccnc2S(=O)(=O)N1CCCCOS(=O)(=O)c1ccc([N+](=O)[O-])cc1, predict the reactants needed to synthesize it. The reactants are: O=C1c2cccnc2S(=O)(=O)N1CCCCO.O=[N+]([O-])c1ccc(S(=O)(=O)Cl)cc1. (9) Given the product COC(=O)c1cc(Cl)c(OC)c(OC(C)C)c1, predict the reactants needed to synthesize it. The reactants are: CI.COC(=O)c1cc(Cl)c(O)c(OC(C)C)c1. (10) Given the product C[C@@H]1CN(c2ncc(CO)cc2Cl)CCN1c1nc2cc(C(F)(F)F)cc(NC(=O)c3cc(F)c(F)c(F)c3)c2[nH]1, predict the reactants needed to synthesize it. The reactants are: C[C@@H]1CN(c2ncc(CO)cc2Cl)CCN1.O=C(Nc1cc(C(F)(F)F)cc2nc(Cl)[nH]c12)c1cc(F)c(F)c(F)c1.